Dataset: Reaction yield outcomes from USPTO patents with 853,638 reactions. Task: Predict the reaction yield, written as a fraction of the theoretical maximum amount of product (1.0 means a 100% yield; for example, 0.34 means a 34% yield). The reactants are [C:1]1([C:7]2[S:8][CH:9]=[C:10]([CH2:12][OH:13])[N:11]=2)[CH:6]=[CH:5][CH:4]=[CH:3][CH:2]=1.Cl[C:15]1[N:20]=[CH:19][C:18]([C:21](OC)=[O:22])=[CH:17][CH:16]=1.[H-].[Na+].O. The catalyst is CN(C)C=O. The product is [C:1]1([C:7]2[S:8][CH:9]=[C:10]([CH2:12][O:13][C:15]3[CH:16]=[CH:17][C:18]([CH2:21][OH:22])=[CH:19][N:20]=3)[N:11]=2)[CH:2]=[CH:3][CH:4]=[CH:5][CH:6]=1. The yield is 0.560.